This data is from Catalyst prediction with 721,799 reactions and 888 catalyst types from USPTO. The task is: Predict which catalyst facilitates the given reaction. (1) Reactant: [Cl-].[Na+:2].[C:3](=[O:6])([O-:5])[O-:4].[Na+].[Na+]. Product: [C:3](=[O:4])([O-:6])[O-:5].[Na+:2].[Na+:2].[C:3](=[O:5])=[O:4]. The catalyst class is: 6. (2) Reactant: [CH3:1][O:2][C:3]1[CH:8]=[CH:7][C:6]([NH:9][C:10](=O)[O:11]CC)=[CH:5][CH:4]=1.[NH2:15][C:16]([C:23]([F:26])([F:25])[F:24])=[CH:17][C:18]([O:20]CC)=O.[C:27](=O)([O-])[O-].[K+].[K+].CI. Product: [CH3:27][N:15]1[C:16]([C:23]([F:24])([F:25])[F:26])=[CH:17][C:18](=[O:20])[N:9]([C:6]2[CH:7]=[CH:8][C:3]([O:2][CH3:1])=[CH:4][CH:5]=2)[C:10]1=[O:11]. The catalyst class is: 3. (3) Reactant: C1(C)C=CC(S([NH:10][N:11]=[CH:12][C:13](O)=[O:14])(=O)=O)=CC=1.ClC(N(C)C)=C(C)C.[F:25][C:26]1[CH:27]=[C:28]([NH:36][C:37](=[O:46])[O:38][CH2:39][C:40]2[CH:45]=[CH:44][CH:43]=[CH:42][CH:41]=2)[CH:29]=[CH:30][C:31]=1/[CH:32]=[CH:33]/[CH2:34][OH:35].CN(C)C1C=CC=CC=1.C(N(CC)CC)C. Product: [N+:11](=[CH:12][C:13]([O:35][CH2:34]/[CH:33]=[CH:32]/[C:31]1[CH:30]=[CH:29][C:28]([NH:36][C:37]([O:38][CH2:39][C:40]2[CH:45]=[CH:44][CH:43]=[CH:42][CH:41]=2)=[O:46])=[CH:27][C:26]=1[F:25])=[O:14])=[N-:10]. The catalyst class is: 2. (4) Reactant: Cl[C:2]1[N:26]=[CH:25][CH:24]=[CH:23][C:3]=1[C:4]([N:6]([C:10]1[CH:15]=[CH:14][C:13]([CH2:16][CH2:17][C:18]([O:20][CH2:21][CH3:22])=[O:19])=[CH:12][CH:11]=1)[CH2:7][O:8][CH3:9])=[O:5].C(P(CCCC)CCCC)CCC.C(=O)([O-])[O-].[K+].[K+].O. Product: [CH3:9][O:8][CH2:7][N:6]1[C:10]2[CH:15]=[CH:14][C:13]([CH2:16][CH2:17][C:18]([O:20][CH2:21][CH3:22])=[O:19])=[CH:12][C:11]=2[C:2]2[N:26]=[CH:25][CH:24]=[CH:23][C:3]=2[C:4]1=[O:5]. The catalyst class is: 613.